This data is from Reaction yield outcomes from USPTO patents with 853,638 reactions. The task is: Predict the reaction yield, written as a fraction of the theoretical maximum amount of product (1.0 means a 100% yield; for example, 0.34 means a 34% yield). (1) The reactants are [CH2:1]([C:3]1[C:8](=[O:9])[NH:7][C:6]([CH3:10])=[C:5]([C:11]2[S:15][C:14]([C:16]([OH:18])=O)=[CH:13][CH:12]=2)[CH:4]=1)[CH3:2].[F:19][C:20]([F:30])([F:29])[C:21]1[CH:28]=[CH:27][C:24]([CH2:25][NH2:26])=[CH:23][CH:22]=1. No catalyst specified. The product is [F:19][C:20]([F:29])([F:30])[C:21]1[CH:28]=[CH:27][C:24]([CH2:25][NH:26][C:16]([C:14]2[S:15][C:11]([C:5]3[CH:4]=[C:3]([CH2:1][CH3:2])[C:8](=[O:9])[NH:7][C:6]=3[CH3:10])=[CH:12][CH:13]=2)=[O:18])=[CH:23][CH:22]=1. The yield is 0.750. (2) The reactants are [CH3:1][C:2]1[C:7]([C:8]([OH:10])=O)=[CH:6][N:5]=[C:4]([C:11]2[N:16]=[CH:15][CH:14]=[CH:13][N:12]=2)[N:3]=1.[F:17][C:18]([F:30])([F:29])[C:19]1[CH:27]=[C:26]2[C:22]([CH:23]=[CH:24][N:25]2[NH2:28])=[CH:21][CH:20]=1.C[N+]1(C2N=C(OC)N=C(OC)N=2)CCOCC1.[Cl-]. The catalyst is CN(C=O)C.C([O-])([O-])=O.[Na+].[Na+]. The product is [F:30][C:18]([F:17])([F:29])[C:19]1[CH:27]=[C:26]2[C:22]([CH:23]=[CH:24][N:25]2[NH:28][C:8]([C:7]2[C:2]([CH3:1])=[N:3][C:4]([C:11]3[N:16]=[CH:15][CH:14]=[CH:13][N:12]=3)=[N:5][CH:6]=2)=[O:10])=[CH:21][CH:20]=1. The yield is 0.250. (3) The reactants are [Cl:1][C:2]1[CH:7]=[CH:6][C:5]([C:8]2[CH2:9][CH2:10][CH2:11][O:12][CH:13]=2)=[CH:4][CH:3]=1.[H][H]. The catalyst is C(OCC)(=O)C.[Pt]=O. The product is [Cl:1][C:2]1[CH:3]=[CH:4][C:5]([CH:8]2[CH2:9][CH2:10][CH2:11][O:12][CH2:13]2)=[CH:6][CH:7]=1. The yield is 0.963. (4) The reactants are [C:1]1([C:7]2([OH:15])[CH2:13][CH:12]3[NH:14][CH:9]([CH2:10][CH2:11]3)[CH2:8]2)[CH:6]=[CH:5][CH:4]=[CH:3][CH:2]=1.[CH3:16][O:17][C:18]1[C:23]2[O:24][C@H:25]([CH2:28]OS(C3C=CC(C)=CC=3)(=O)=O)[CH2:26][O:27][C:22]=2[CH:21]=[CH:20][CH:19]=1. No catalyst specified. The product is [CH3:16][O:17][C:18]1[C:23]2[O:24][C@@H:25]([CH2:28][N:14]3[CH:9]4[CH2:10][CH2:11][CH:12]3[CH2:13][C:7]([C:1]3[CH:2]=[CH:3][CH:4]=[CH:5][CH:6]=3)([OH:15])[CH2:8]4)[CH2:26][O:27][C:22]=2[CH:21]=[CH:20][CH:19]=1. The yield is 0.760. (5) The reactants are [CH2:1]([O:8][C:9]1[CH:14]=[CH:13][CH:12]=[C:11]([CH3:15])[C:10]=1[N+:16]([O-:18])=[O:17])[C:2]1[CH:7]=[CH:6][CH:5]=[CH:4][CH:3]=1.[N:19](OCCCC)=[O:20].CC(C)([O-])C.[K+].C(O)(=O)CC(CC(O)=O)(C(O)=O)O. The catalyst is CN(C)C=O. The product is [CH2:1]([O:8][C:9]1[C:10]([N+:16]([O-:18])=[O:17])=[C:11]([CH:12]=[CH:13][CH:14]=1)[CH:15]=[N:19][OH:20])[C:2]1[CH:3]=[CH:4][CH:5]=[CH:6][CH:7]=1. The yield is 0.820. (6) No catalyst specified. The reactants are [F:1][C:2]([F:12])([F:11])[C:3]1[CH:4]=[C:5]([NH:9][NH2:10])[CH:6]=[CH:7][CH:8]=1.[N:13]1[CH:18]=[C:17]([CH:19]=O)[CH:16]=[N:15][CH:14]=1. The yield is 0.870. The product is [N:13]1[CH:18]=[C:17](/[CH:19]=[N:10]/[NH:9][C:5]2[CH:6]=[CH:7][CH:8]=[C:3]([C:2]([F:11])([F:12])[F:1])[CH:4]=2)[CH:16]=[N:15][CH:14]=1. (7) The catalyst is C(O)(=O)C.Cl.O. The product is [F:1][C:2]1[C:8]([F:9])=[CH:7][CH:6]=[CH:5][C:3]=1[NH:4][N:10]=[C:22]([C:23](=[O:25])[CH3:24])[C:19](=[O:21])[CH3:20]. The reactants are [F:1][C:2]1[C:8]([F:9])=[CH:7][CH:6]=[CH:5][C:3]=1[NH2:4].[N:10]([O-])=O.[Na+].C([O-])(=O)C.[Na+].[C:19]([CH2:22][C:23](=[O:25])[CH3:24])(=[O:21])[CH3:20]. The yield is 0.480.